This data is from NCI-60 drug combinations with 297,098 pairs across 59 cell lines. The task is: Regression. Given two drug SMILES strings and cell line genomic features, predict the synergy score measuring deviation from expected non-interaction effect. Drug 1: CC1=C2C(C(=O)C3(C(CC4C(C3C(C(C2(C)C)(CC1OC(=O)C(C(C5=CC=CC=C5)NC(=O)C6=CC=CC=C6)O)O)OC(=O)C7=CC=CC=C7)(CO4)OC(=O)C)O)C)OC(=O)C. Drug 2: CC12CCC3C(C1CCC2OP(=O)(O)O)CCC4=C3C=CC(=C4)OC(=O)N(CCCl)CCCl.[Na+]. Cell line: SK-MEL-5. Synergy scores: CSS=62.9, Synergy_ZIP=5.86, Synergy_Bliss=5.36, Synergy_Loewe=-5.56, Synergy_HSA=9.58.